Task: Predict which catalyst facilitates the given reaction.. Dataset: Catalyst prediction with 721,799 reactions and 888 catalyst types from USPTO (1) Reactant: [CH3:1][O:2][C:3]1[CH:4]=[C:5]2[C:10](=[CH:11][CH:12]=1)[C:9]([OH:13])=[N:8][CH:7]=[CH:6]2.Br[C:15]1[CH:22]=[CH:21][C:18]([CH:19]=[O:20])=[CH:17][CH:16]=1.N1CCC[C@H]1C(O)=O.C(=O)([O-])[O-].[K+].[K+]. Product: [CH3:1][O:2][C:3]1[CH:4]=[C:5]2[C:10](=[CH:11][CH:12]=1)[C:9](=[O:13])[N:8]([C:15]1[CH:22]=[CH:21][C:18]([CH:19]=[O:20])=[CH:17][CH:16]=1)[CH:7]=[CH:6]2. The catalyst class is: 419. (2) Reactant: [NH2:1][OH:2].[CH3:3][C:4]1[N:8]=[C:7]([N:9]([CH2:16][C:17]2[CH:26]=[CH:25][C:20]([C:21](OC)=[O:22])=[C:19]([F:27])[CH:18]=2)[C:10]2[S:14][N:13]=[C:12]([CH3:15])[N:11]=2)[S:6][N:5]=1. Product: [CH3:3][C:4]1[N:8]=[C:7]([N:9]([CH2:16][C:17]2[CH:26]=[CH:25][C:20]([C:21]([NH:1][OH:2])=[O:22])=[C:19]([F:27])[CH:18]=2)[C:10]2[S:14][N:13]=[C:12]([CH3:15])[N:11]=2)[S:6][N:5]=1. The catalyst class is: 5. (3) Reactant: [C:1]([C:3]1[CH:4]=[CH:5][C:6]([NH:11][C@H:12]2[CH2:17][CH2:16][C@H:15]([NH:18][C:19](=[O:25])[O:20][C:21]([CH3:24])([CH3:23])[CH3:22])[CH2:14][CH2:13]2)=[N:7][C:8]=1[O:9][CH3:10])#[N:2].[OH-:26].[Na+].OO.O. Product: [C:1]([C:3]1[CH:4]=[CH:5][C:6]([NH:11][C@H:12]2[CH2:13][CH2:14][C@H:15]([NH:18][C:19](=[O:25])[O:20][C:21]([CH3:22])([CH3:24])[CH3:23])[CH2:16][CH2:17]2)=[N:7][C:8]=1[O:9][CH3:10])(=[O:26])[NH2:2]. The catalyst class is: 16. (4) Reactant: [CH3:1][N:2]([CH3:29])[C:3]1[C:4]2[S:24][C:23]3[CH:25]=[CH:26][CH:27]=[CH:28][C:22]=3[C:5]=2[N:6]=[C:7]([NH:9][C@H:10]2[CH2:14][CH2:13][N:12](C(OC(C)(C)C)=O)[CH2:11]2)[N:8]=1.CO.C(OCC)(=O)C. Product: [CH3:1][N:2]([CH3:29])[C:3]1[C:4]2[S:24][C:23]3[CH:25]=[CH:26][CH:27]=[CH:28][C:22]=3[C:5]=2[N:6]=[C:7]([NH:9][C@H:10]2[CH2:14][CH2:13][NH:12][CH2:11]2)[N:8]=1. The catalyst class is: 393.